This data is from Forward reaction prediction with 1.9M reactions from USPTO patents (1976-2016). The task is: Predict the product of the given reaction. (1) Given the reactants [S:1]1[C:5]2[CH:6]=[CH:7][CH:8]=[CH:9][C:4]=2[CH:3]=[C:2]1[C:10]([OH:12])=O.C(Cl)(=O)C(Cl)=O.[CH3:19][N:20]([CH3:36])[CH:21]1[CH2:25][CH2:24][N:23]([C:26]2[S:27][C:28]3[CH:34]=[C:33]([NH2:35])[CH:32]=[CH:31][C:29]=3[N:30]=2)[CH2:22]1, predict the reaction product. The product is: [CH3:19][N:20]([CH3:36])[CH:21]1[CH2:25][CH2:24][N:23]([C:26]2[S:27][C:28]3[CH:34]=[C:33]([NH:35][C:10]([C:2]4[S:1][C:5]5[CH:6]=[CH:7][CH:8]=[CH:9][C:4]=5[CH:3]=4)=[O:12])[CH:32]=[CH:31][C:29]=3[N:30]=2)[CH2:22]1. (2) Given the reactants [CH:1]([O:4][C:5]1[CH:6]=[C:7]([CH:25]=[CH:26][CH:27]=1)[CH2:8][C:9]1[C:18]2[C:13](=[CH:14][C:15]([O:21][CH3:22])=[C:16]([O:19][CH3:20])[CH:17]=2)[C:12]([CH:23]=[O:24])=[CH:11][N:10]=1)([CH3:3])[CH3:2].[Se](=O)=[O:29], predict the reaction product. The product is: [CH:1]([O:4][C:5]1[CH:6]=[C:7]([CH:25]=[CH:26][CH:27]=1)[C:8]([C:9]1[C:18]2[C:13](=[CH:14][C:15]([O:21][CH3:22])=[C:16]([O:19][CH3:20])[CH:17]=2)[C:12]([CH:23]=[O:24])=[CH:11][N:10]=1)=[O:29])([CH3:3])[CH3:2]. (3) Given the reactants P(Cl)(Cl)(Cl)=O.[CH3:6][O:7][C:8](=[O:20])[C:9]([NH:11][CH2:12][C:13]1[CH:18]=[CH:17][C:16]([F:19])=[CH:15][N:14]=1)=O, predict the reaction product. The product is: [CH3:6][O:7][C:8]([C:9]1[N:14]2[CH:15]=[C:16]([F:19])[CH:17]=[CH:18][C:13]2=[CH:12][N:11]=1)=[O:20]. (4) Given the reactants CS(N)(=O)=O.C=C1C=[CH:12][C:11]2[CH:14]=[C:15]([C:18](=[O:20])[CH3:19])[CH:16]=[CH:17][C:10]=2[O:9]C1.S(S([O-])=O)([O-])(=O)=O.[Na+].[Na+].ClCCl.[C:33]([OH:37])([CH3:36])([CH3:35])[CH3:34].[OH2:38], predict the reaction product. The product is: [OH:37][C:33]1([CH2:36][OH:38])[CH:35]=[CH:12][C:11]2[CH:14]=[C:15]([C:18](=[O:20])[CH3:19])[CH:16]=[CH:17][C:10]=2[O:9][CH2:34]1. (5) The product is: [C:5]([O:9][C:10]([N:12]1[CH2:13][CH:14]2[CH2:27][CH2:26][CH:24]([C:23]3[CH:22]=[C:21]4[C:17](=[CH:16][C:15]=32)[N:18]=[CH:19][N:20]4[CH2:2][CH2:3][CH3:4])[CH2:25]1)=[O:11])([CH3:8])([CH3:6])[CH3:7]. Given the reactants I[CH2:2][CH2:3][CH3:4].[C:5]([O:9][C:10]([N:12]1[CH2:25][CH:24]2[CH2:26][CH2:27][CH:14]([C:15]3[CH:16]=[C:17]4[C:21](=[CH:22][C:23]=32)[N:20]=[CH:19][NH:18]4)[CH2:13]1)=[O:11])([CH3:8])([CH3:7])[CH3:6].[OH-].[Na+], predict the reaction product.